From a dataset of Full USPTO retrosynthesis dataset with 1.9M reactions from patents (1976-2016). Predict the reactants needed to synthesize the given product. (1) Given the product [CH3:71][C:62]1[CH:61]=[C:60]([NH:59][C:2]2[CH:7]=[CH:6][C:5]([S:8]([NH:11][C:12]3[S:13][CH:14]=[CH:15][N:16]=3)(=[O:10])=[O:9])=[CH:4][CH:3]=2)[N:64]([C:65]2[CH:66]=[CH:67][CH:68]=[CH:69][CH:70]=2)[N:63]=1, predict the reactants needed to synthesize it. The reactants are: I[C:2]1[CH:7]=[CH:6][C:5]([S:8]([NH:11][C:12]2[S:13][CH:14]=[CH:15][N:16]=2)(=[O:10])=[O:9])=[CH:4][CH:3]=1.CC1(C)C2C=CC=C(P(C3C=CC=CC=3)C3C=CC=CC=3)C=2OC2C1=CC=CC=2P(C1C=CC=CC=1)C1C=CC=CC=1.[NH2:59][C:60]1[N:64]([C:65]2[CH:70]=[CH:69][CH:68]=[CH:67][CH:66]=2)[N:63]=[C:62]([CH3:71])[CH:61]=1.CC(C)([O-])C.[Na+]. (2) Given the product [O:1]1[CH2:6][CH2:5][O:4][CH2:3][CH:2]1[CH2:7][O:8][C:12]1[CH:27]=[C:16]2[C:17]3[C:22]([CH2:23][CH2:24][N:15]2[C:14](=[O:28])[N:13]=1)=[CH:21][C:20]([O:25][CH3:26])=[CH:19][CH:18]=3, predict the reactants needed to synthesize it. The reactants are: [O:1]1[CH2:6][CH2:5][O:4][CH2:3][CH:2]1[CH2:7][OH:8].[H-].[Na+].Cl[C:12]1[CH:27]=[C:16]2[C:17]3[C:22]([CH2:23][CH2:24][N:15]2[C:14](=[O:28])[N:13]=1)=[CH:21][C:20]([O:25][CH3:26])=[CH:19][CH:18]=3. (3) Given the product [Br:15][C:12]1[CH:13]=[CH:14][C:9]([CH:5]([O:4][C:1](=[O:3])[CH3:2])[C:6](=[O:8])[NH:28][C:27]2[CH:29]=[CH:30][C:24]([C:23]([F:22])([F:31])[F:32])=[CH:25][CH:26]=2)=[CH:10][CH:11]=1, predict the reactants needed to synthesize it. The reactants are: [C:1]([O:4][CH:5]([C:9]1[CH:14]=[CH:13][C:12]([Br:15])=[CH:11][CH:10]=1)[C:6]([OH:8])=O)(=[O:3])[CH3:2].C(Cl)(=O)C(Cl)=O.[F:22][C:23]([F:32])([F:31])[C:24]1[CH:30]=[CH:29][C:27]([NH2:28])=[CH:26][CH:25]=1.C(N(CC)CC)C. (4) Given the product [CH:13]([C:16]1[CH:21]=[CH:20][C:19]([N:22]([CH:30]2[CH2:35][CH2:34][O:33][CH2:32][CH2:31]2)[C:23]2[CH:28]=[CH:27][C:26]([O:29][C:2]3[N:3]=[C:4]([OH:12])[C:5]4[CH:11]=[CH:10][N:9]=[CH:8][C:6]=4[N:7]=3)=[CH:25][CH:24]=2)=[CH:18][CH:17]=1)([CH3:15])[CH3:14], predict the reactants needed to synthesize it. The reactants are: Cl[C:2]1[N:3]=[C:4]([OH:12])[C:5]2[CH:11]=[CH:10][N:9]=[CH:8][C:6]=2[N:7]=1.[CH:13]([C:16]1[CH:21]=[CH:20][C:19]([N:22]([CH:30]2[CH2:35][CH2:34][O:33][CH2:32][CH2:31]2)[C:23]2[CH:28]=[CH:27][C:26]([OH:29])=[CH:25][CH:24]=2)=[CH:18][CH:17]=1)([CH3:15])[CH3:14].